From a dataset of Reaction yield outcomes from USPTO patents with 853,638 reactions. Predict the reaction yield, written as a fraction of the theoretical maximum amount of product (1.0 means a 100% yield; for example, 0.34 means a 34% yield). (1) The reactants are [CH3:1][Si:2]([CH3:21])([CH3:20])[CH2:3][CH2:4][O:5][CH2:6][O:7][C:8]1[C:17]2[C:12](=[CH:13][CH:14]=[CH:15][CH:16]=2)[CH:11]=[C:10]([CH2:18]O)[CH:9]=1.C(#N)C.C1(P(C2C=CC=CC=2)C2C=CC=CC=2)C=CC=CC=1.C(Cl)(Cl)(Cl)[Cl:45]. No catalyst specified. The product is [Cl:45][CH2:18][C:10]1[CH:9]=[C:8]([O:7][CH2:6][O:5][CH2:4][CH2:3][Si:2]([CH3:21])([CH3:20])[CH3:1])[C:17]2[C:12](=[CH:13][CH:14]=[CH:15][CH:16]=2)[CH:11]=1. The yield is 0.630. (2) The catalyst is Br.CC(O)=O. The reactants are [F:1][C:2]1[CH:7]=[CH:6][CH:5]=[C:4]([F:8])[C:3]=1[C:9]1[CH:10]=[C:11]2[C:15](=[CH:16][CH:17]=1)[NH:14][CH:13]=[C:12]2[C:18]1[CH:23]=[C:22]([O:24]C)[N:21]=[C:20]([NH:26][C@@H:27]2[CH2:32][CH2:31][CH2:30][N:29](C(OC(C)(C)C)=O)[CH2:28]2)[N:19]=1. The yield is 0.220. The product is [F:1][C:2]1[CH:7]=[CH:6][CH:5]=[C:4]([F:8])[C:3]=1[C:9]1[CH:10]=[C:11]2[C:15](=[CH:16][CH:17]=1)[NH:14][CH:13]=[C:12]2[C:18]1[N:19]=[C:20]([NH:26][C@@H:27]2[CH2:32][CH2:31][CH2:30][NH:29][CH2:28]2)[NH:21][C:22](=[O:24])[CH:23]=1. (3) The reactants are C(OC([N:8]1[CH2:13][CH2:12][C:11]([NH:29]C(OC(C)(C)C)=O)([C:14](=[O:28])[NH:15][CH:16]([C:21]2[CH:26]=[CH:25][C:24]([Cl:27])=[CH:23][CH:22]=2)[CH2:17][CH2:18][CH2:19][OH:20])[CH2:10][CH2:9]1)=O)(C)(C)C.Cl. The catalyst is C1COCC1.O1CCOCC1. The product is [NH2:29][C:11]1([C:14]([NH:15][CH:16]([C:21]2[CH:26]=[CH:25][C:24]([Cl:27])=[CH:23][CH:22]=2)[CH2:17][CH2:18][CH2:19][OH:20])=[O:28])[CH2:12][CH2:13][NH:8][CH2:9][CH2:10]1. The yield is 0.850. (4) The product is [CH2:1]([O:3][C:4](=[O:22])[CH:5]([N:7]1[C:12]2[CH:13]=[C:14]([N+:18]([O-:20])=[O:19])[C:15]([CH3:17])=[CH:16][C:11]=2[O:10][CH2:9][C:8]1=[S:32])[CH3:6])[CH3:2]. The reactants are [CH2:1]([O:3][C:4](=[O:22])[CH:5]([N:7]1[C:12]2[CH:13]=[C:14]([N+:18]([O-:20])=[O:19])[C:15]([CH3:17])=[CH:16][C:11]=2[O:10][CH2:9][C:8]1=O)[CH3:6])[CH3:2].COC1C=CC(P2(SP(C3C=CC(OC)=CC=3)(=S)S2)=[S:32])=CC=1. The yield is 0.500. The catalyst is C1(C)C=CC=CC=1.